This data is from Forward reaction prediction with 1.9M reactions from USPTO patents (1976-2016). The task is: Predict the product of the given reaction. (1) Given the reactants [C:1]([NH:9][NH2:10])(=[O:8])[C:2]1[CH:7]=[CH:6][CH:5]=[N:4][CH:3]=1.C(N(CC)CC)C.[Cl:18][C:19]1[CH:20]=[C:21]2[CH:27]=[C:26]([C:28](O)=[O:29])[NH:25][C:22]2=[CH:23][N:24]=1.C1C=CC2N(O)N=NC=2C=1.CCN=C=NCCCN(C)C, predict the reaction product. The product is: [Cl:18][C:19]1[CH:20]=[C:21]2[CH:27]=[C:26]([C:28]([NH:10][NH:9][C:1]([C:2]3[CH:3]=[N:4][CH:5]=[CH:6][CH:7]=3)=[O:8])=[O:29])[NH:25][C:22]2=[CH:23][N:24]=1. (2) Given the reactants [CH3:1][O:2][C:3]([C:5]1[CH:6]=[CH:7][C:8]2[O:12][C:11]([NH:13][CH:14]3[CH2:19][CH2:18][N:17]([CH2:20][C:21]4[CH:26]=[C:25]([O:27][CH2:28][CH3:29])[C:24](F)=[C:23]([O:31][CH2:32][CH3:33])[CH:22]=4)[CH2:16][CH2:15]3)=[N:10][C:9]=2[CH:34]=1)=[O:4].C(OC1C=C(C=C(OCC)C=1[N:46]1[CH:50]=[N:49][CH:48]=[N:47]1)C=O)C.C([BH3-])#N.[Na+].C(N(C(C)C)C(C)C)C, predict the reaction product. The product is: [CH3:1][O:2][C:3]([C:5]1[CH:6]=[CH:7][C:8]2[O:12][C:11]([NH:13][CH:14]3[CH2:19][CH2:18][N:17]([CH2:20][C:21]4[CH:26]=[C:25]([O:27][CH2:28][CH3:29])[C:24]([N:46]5[CH:50]=[N:49][CH:48]=[N:47]5)=[C:23]([O:31][CH2:32][CH3:33])[CH:22]=4)[CH2:16][CH2:15]3)=[N:10][C:9]=2[CH:34]=1)=[O:4]. (3) Given the reactants [CH3:1][O:2][C:3]([C:5]1[CH:10]=[CH:9][C:8]([C:11]2[N:12]=[C:13]([NH:22][C:23]3[CH:42]=[CH:41][C:26]([CH2:27][N:28]4[CH2:33][CH2:32][N:31](C(OC(C)(C)C)=O)[CH2:30][CH2:29]4)=[CH:25][CH:24]=3)[C:14]3[C:19](=[O:20])[NH:18][N:17]=[CH:16][C:15]=3[N:21]=2)=[CH:7][CH:6]=1)=[O:4].[ClH:43], predict the reaction product. The product is: [ClH:43].[O:20]=[C:19]1[NH:18][N:17]=[CH:16][C:15]2[N:21]=[C:11]([C:8]3[CH:7]=[CH:6][C:5]([C:3]([O:2][CH3:1])=[O:4])=[CH:10][CH:9]=3)[N:12]=[C:13]([NH:22][C:23]3[CH:24]=[CH:25][C:26]([CH2:27][N:28]4[CH2:33][CH2:32][NH:31][CH2:30][CH2:29]4)=[CH:41][CH:42]=3)[C:14]1=2.